Task: Predict which catalyst facilitates the given reaction.. Dataset: Catalyst prediction with 721,799 reactions and 888 catalyst types from USPTO (1) Reactant: [NH:1]1[CH:5]=[CH:4][N:3]=[CH:2]1.C(N(CC)CC)C.[Br:13][C:14]1[S:18][C:17]([S:19](Cl)(=[O:21])=[O:20])=[CH:16][CH:15]=1. Product: [Br:13][C:14]1[S:18][C:17]([S:19]([N:1]2[CH:5]=[CH:4][N:3]=[CH:2]2)(=[O:21])=[O:20])=[CH:16][CH:15]=1. The catalyst class is: 22. (2) Reactant: [CH2:1]1[O:38][C:37]2[CH:36]=[CH:35][C:5]([CH2:6][N:7]([S:22]([C:25]3[C:30]([CH3:31])=[CH:29][C:28]([O:32][CH3:33])=[CH:27][C:26]=3[CH3:34])(=[O:24])=[O:23])[C@H:8]([CH2:16][NH:17][S:18]([CH3:21])(=[O:20])=[O:19])[C:9]([O:11]C(C)(C)C)=[O:10])=[CH:4][C:3]=2[O:2]1.FC(F)(F)C(O)=O. Product: [CH2:1]1[O:38][C:37]2[CH:36]=[CH:35][C:5]([CH2:6][N:7]([S:22]([C:25]3[C:26]([CH3:34])=[CH:27][C:28]([O:32][CH3:33])=[CH:29][C:30]=3[CH3:31])(=[O:23])=[O:24])[C@H:8]([CH2:16][NH:17][S:18]([CH3:21])(=[O:20])=[O:19])[C:9]([OH:11])=[O:10])=[CH:4][C:3]=2[O:2]1. The catalyst class is: 617. (3) Reactant: [OH-].[Na+].[CH3:3][N:4]([CH3:38])[C:5]1([C:32]2[CH:37]=[CH:36][CH:35]=[CH:34][CH:33]=2)[CH2:10][CH2:9][CH:8]([CH2:11][O:12][CH2:13][C:14]2[CH:22]=[CH:21][CH:20]=[C:19]3[C:15]=2[CH:16]=[CH:17][N:18]3S(C2C=CC=CC=2)(=O)=O)[CH2:7][CH2:6]1.Cl. Product: [NH:18]1[C:19]2[C:15](=[C:14]([CH2:13][O:12][CH2:11][CH:8]3[CH2:7][CH2:6][C:5]([C:32]4[CH:33]=[CH:34][CH:35]=[CH:36][CH:37]=4)([N:4]([CH3:38])[CH3:3])[CH2:10][CH2:9]3)[CH:22]=[CH:21][CH:20]=2)[CH:16]=[CH:17]1. The catalyst class is: 5. (4) Reactant: [Br:1][C:2]1[C:7]2[CH:8]=[C:9]([C:11]([O:13][CH2:14][CH3:15])=[O:12])[O:10][C:6]=2[CH:5]=[C:4]([Br:16])[C:3]=1[O:17][C:18]1[CH:23]=[CH:22][C:21]([O:24]C)=[C:20]([C:26](=[O:34])[C:27]2[CH:32]=[CH:31][C:30]([F:33])=[CH:29][CH:28]=2)[CH:19]=1.[Al+3].[Cl-].[Cl-].[Cl-].C(S)C. Product: [Br:1][C:2]1[C:7]2[CH:8]=[C:9]([C:11]([O:13][CH2:14][CH3:15])=[O:12])[O:10][C:6]=2[CH:5]=[C:4]([Br:16])[C:3]=1[O:17][C:18]1[CH:23]=[CH:22][C:21]([OH:24])=[C:20]([C:26](=[O:34])[C:27]2[CH:32]=[CH:31][C:30]([F:33])=[CH:29][CH:28]=2)[CH:19]=1. The catalyst class is: 28. (5) Reactant: [F:1][C:2]1[C:7]([F:8])=[CH:6][CH:5]=[CH:4][C:3]=1[CH2:9][CH2:10][C:11]1[N:12]([CH2:22][C:23]([OH:25])=O)[C:13]2[C:18]([C:19](=[O:21])[N:20]=1)=[CH:17][CH:16]=[CH:15]C=2.[CH3:26][C:27]([N:34]1[CH2:39][CH2:38][CH:37]([NH:40][CH2:41][C:42]2[CH:47]=[CH:46][C:45]([C:48]3[CH:53]=[CH:52][C:51]([C:54]([F:57])([F:56])[F:55])=[CH:50][CH:49]=3)=[CH:44][CH:43]=2)[CH2:36][CH2:35]1)([CH3:33])[C:28]([O:30][CH2:31][CH3:32])=[O:29].C[N:59](C(ON1N=NC2C=CC=NC1=2)=[N+](C)C)C.F[P-](F)(F)(F)(F)F.CCN(C(C)C)C(C)C. Product: [F:1][C:2]1[C:7]([F:8])=[CH:6][CH:5]=[CH:4][C:3]=1[CH2:9][CH2:10][C:11]1[N:12]([CH2:22][C:23]([N:40]([CH2:41][C:42]2[CH:47]=[CH:46][C:45]([C:48]3[CH:49]=[CH:50][C:51]([C:54]([F:56])([F:55])[F:57])=[CH:52][CH:53]=3)=[CH:44][CH:43]=2)[CH:37]2[CH2:36][CH2:35][N:34]([C:27]([CH3:26])([CH3:33])[C:28]([O:30][CH2:31][CH3:32])=[O:29])[CH2:39][CH2:38]2)=[O:25])[C:13]2[N:59]=[CH:15][CH:16]=[CH:17][C:18]=2[C:19](=[O:21])[N:20]=1. The catalyst class is: 3. (6) Reactant: [NH2:1][C:2]1[C:7]([N+:8]([O-:10])=[O:9])=[CH:6][N:5]=[C:4](Cl)[CH:3]=1.[NH2:12][C:13]1[CH:18]=[C:17]([CH3:19])[N:16]=[C:15]([CH3:20])[N:14]=1.CC1(C)C2C(=C(P(C3C=CC=CC=3)C3C=CC=CC=3)C=CC=2)OC2C(P(C3C=CC=CC=3)C3C=CC=CC=3)=CC=CC1=2.C([O-])([O-])=O.[Cs+].[Cs+]. Product: [CH3:20][C:15]1[N:14]=[C:13]([NH:12][C:4]2[CH:3]=[C:2]([NH2:1])[C:7]([N+:8]([O-:10])=[O:9])=[CH:6][N:5]=2)[CH:18]=[C:17]([CH3:19])[N:16]=1. The catalyst class is: 102. (7) Reactant: [F:1][C:2]([C:6]1[C:7]([C:17]([O:19]CC)=[O:18])=[N:8][O:9][C:10]=1[C:11]1[CH:16]=[CH:15][CH:14]=[CH:13][CH:12]=1)([F:5])[CH2:3][CH3:4].[OH-].[Na+]. Product: [F:1][C:2]([C:6]1[C:7]([C:17]([OH:19])=[O:18])=[N:8][O:9][C:10]=1[C:11]1[CH:12]=[CH:13][CH:14]=[CH:15][CH:16]=1)([F:5])[CH2:3][CH3:4]. The catalyst class is: 8. (8) Reactant: [CH3:1][N:2]1[CH2:24][CH2:23][C:5]2[N:6]([CH2:14][C:15]([C:17]3[CH:22]=[CH:21][N:20]=[CH:19][CH:18]=3)=[O:16])[C:7]3[CH:8]=[CH:9][C:10]([CH3:13])=[CH:11][C:12]=3[C:4]=2[CH2:3]1.[H-].[Na+].[CH3:27]I. Product: [CH3:27][O:16]/[C:15](/[C:17]1[CH:18]=[CH:19][N:20]=[CH:21][CH:22]=1)=[CH:14]\[N:6]1[C:7]2[CH:8]=[CH:9][C:10]([CH3:13])=[CH:11][C:12]=2[C:4]2[CH2:3][N:2]([CH3:1])[CH2:24][CH2:23][C:5]1=2. The catalyst class is: 3. (9) Product: [Cl:22][CH2:8][C:7]1[C:2]([CH3:1])=[N:3][C:4]([C:10]2[CH:15]=[CH:14][C:13]([C:16]([F:19])([F:18])[F:17])=[CH:12][CH:11]=2)=[N:5][CH:6]=1. Reactant: [CH3:1][C:2]1[C:7]([CH2:8]O)=[CH:6][N:5]=[C:4]([C:10]2[CH:15]=[CH:14][C:13]([C:16]([F:19])([F:18])[F:17])=[CH:12][CH:11]=2)[N:3]=1.S(Cl)([Cl:22])=O. The catalyst class is: 4. (10) Reactant: [S:1]1[C:5]2[CH:6]=[CH:7][CH:8]=[CH:9][C:4]=2[N:3]=[C:2]1[C:10]1[C:18]2[CH2:17][CH2:16][N:15]([CH3:19])[CH2:14][C:13]=2[S:12][C:11]=1[NH2:20].[C:21](OC(=O)C)(=[O:23])[CH3:22].C(O)(=O)C.C(=O)(O)[O-].[Na+]. Product: [S:1]1[C:5]2[CH:6]=[CH:7][CH:8]=[CH:9][C:4]=2[N:3]=[C:2]1[C:10]1[C:18]2[CH2:17][CH2:16][N:15]([CH3:19])[CH2:14][C:13]=2[S:12][C:11]=1[NH:20][C:21](=[O:23])[CH3:22]. The catalyst class is: 6.